Dataset: Experimentally validated miRNA-target interactions with 360,000+ pairs, plus equal number of negative samples. Task: Binary Classification. Given a miRNA mature sequence and a target amino acid sequence, predict their likelihood of interaction. The miRNA is hsa-miR-19b-3p with sequence UGUGCAAAUCCAUGCAAAACUGA. The protein sequence of the target gene is MSTGPTAATGSNRRLQQTQNQVDEVVDIMRVNVDKVLERDQKLSELDDRADALQAGASQFETSAAKLKRKYWWKNCKMWAIGITVLVIFIIIIIVWVVSS. Result: 1 (interaction).